Dataset: Reaction yield outcomes from USPTO patents with 853,638 reactions. Task: Predict the reaction yield, written as a fraction of the theoretical maximum amount of product (1.0 means a 100% yield; for example, 0.34 means a 34% yield). (1) The reactants are [Si:1]([O:8][C@@H:9]1[C@@:29]2([CH3:30])[C:13](=[CH:14][CH:15]=[C:16]3[C@@H:28]2[CH2:27][CH2:26][C@@:25]2([CH3:31])[C@H:17]3[CH2:18][CH:19]=[C:20]2[C:21]([OH:24])([CH3:23])[CH3:22])[CH2:12][C@@H:11]([O:32][Si:33]([C:36]([CH3:39])([CH3:38])[CH3:37])([CH3:35])[CH3:34])[CH2:10]1)([C:4]([CH3:7])([CH3:6])[CH3:5])([CH3:3])[CH3:2].Br[CH2:41][CH2:42][CH2:43][C:44]([CH2:55][CH3:56])([O:47][Si:48]([CH2:53][CH3:54])([CH2:51][CH3:52])[CH2:49][CH3:50])[CH2:45][CH3:46].[H-].[Na+].C1OCCOCCOCCOCCOC1. The catalyst is O1CCCC1. The product is [Si:1]([O:8][C@@H:9]1[C@@:29]2([CH3:30])[C:13](=[CH:14][CH:15]=[C:16]3[C@@H:28]2[CH2:27][CH2:26][C@@:25]2([CH3:31])[C@H:17]3[CH2:18][CH:19]=[C:20]2[C:21]([O:24][CH2:41][CH2:42][CH2:43][C:44]([CH2:55][CH3:56])([O:47][Si:48]([CH2:53][CH3:54])([CH2:49][CH3:50])[CH2:51][CH3:52])[CH2:45][CH3:46])([CH3:23])[CH3:22])[CH2:12][C@@H:11]([O:32][Si:33]([C:36]([CH3:39])([CH3:38])[CH3:37])([CH3:34])[CH3:35])[CH2:10]1)([C:4]([CH3:7])([CH3:6])[CH3:5])([CH3:3])[CH3:2]. The yield is 1.00. (2) The reactants are [Li+].[Cl-].[CH3:3][O:4][C:5]([CH2:7]P(OC)(OC)=O)=[O:6].C1CCN2C(=NCCC2)CC1.[O:25]1[CH2:30][CH2:29][CH2:28][CH2:27][CH:26]1[O:31][C:32]1[CH:33]=[C:34]([C:38]23[CH2:45][CH2:44][C:41]([CH2:46][CH2:47][CH:48]=O)([CH2:42][CH2:43]2)[CH2:40][O:39]3)[CH:35]=[CH:36][CH:37]=1. The catalyst is CC#N. The product is [O:25]1[CH2:30][CH2:29][CH2:28][CH2:27][CH:26]1[O:31][C:32]1[CH:33]=[C:34]([C:38]23[CH2:45][CH2:44][C:41]([CH2:46][CH2:47]/[CH:48]=[CH:7]/[C:5]([O:4][CH3:3])=[O:6])([CH2:42][CH2:43]2)[CH2:40][O:39]3)[CH:35]=[CH:36][CH:37]=1. The yield is 0.860. (3) The reactants are [S:1]1[CH:5]=[CH:4][C:3]2[C:6]([N:10]3[CH2:15][CH2:14][N:13]([CH2:16][CH2:17][CH2:18][CH2:19][O:20][C:21]4[CH:30]=[C:29]5[C:24]([CH2:25][CH2:26][C:27](=[O:33])[N:28]5[CH2:31][OH:32])=[CH:23][CH:22]=4)[CH2:12][CH2:11]3)=[CH:7][CH:8]=[CH:9][C:2]1=2.[C:34](O)(=[O:52])[CH2:35][CH2:36][CH2:37][CH2:38][CH2:39][CH2:40][CH2:41][CH2:42][CH2:43][CH2:44][CH2:45][CH2:46][CH2:47][CH2:48][CH2:49][CH2:50][CH3:51].Cl.CN(C)CCCN=C=NCC.O. The catalyst is C(Cl)Cl.CN(C)C1C=CN=CC=1. The product is [S:1]1[CH:5]=[CH:4][C:3]2[C:6]([N:10]3[CH2:15][CH2:14][N:13]([CH2:16][CH2:17][CH2:18][CH2:19][O:20][C:21]4[CH:30]=[C:29]5[C:24]([CH2:25][CH2:26][C:27](=[O:33])[N:28]5[CH2:31][O:32][C:34](=[O:52])[CH2:35][CH2:36][CH2:37][CH2:38][CH2:39][CH2:40][CH2:41][CH2:42][CH2:43][CH2:44][CH2:45][CH2:46][CH2:47][CH2:48][CH2:49][CH2:50][CH3:51])=[CH:23][CH:22]=4)[CH2:12][CH2:11]3)=[CH:7][CH:8]=[CH:9][C:2]1=2. The yield is 0.645. (4) The reactants are CC(C)=[O:3].OS(O)(=O)=O.O=[Cr](=O)=O.[CH2:14]([O:21][CH2:22][CH2:23][CH2:24][CH2:25][CH2:26][OH:27])[C:15]1[CH:20]=[CH:19][CH:18]=[CH:17][CH:16]=1. The catalyst is CC(C)=O. The product is [CH2:14]([O:21][CH2:22][CH2:23][CH2:24][CH2:25][C:26]([OH:3])=[O:27])[C:15]1[CH:20]=[CH:19][CH:18]=[CH:17][CH:16]=1. The yield is 0.930. (5) The reactants are [O:1]1[CH2:6][CH2:5][CH:4]([S:7]([C:10]2[CH:15]=[CH:14][C:13]([C:16]3[CH:21]=[CH:20][N:19]=[C:18]([NH:22][C:23]4[CH:31]=[CH:30][C:26]([C:27]([OH:29])=O)=[CH:25][CH:24]=4)[N:17]=3)=[CH:12][CH:11]=2)(=[O:9])=[O:8])[CH2:3][CH2:2]1.[CH3:32][N:33]([CH2:35][CH2:36][CH2:37][N:38]1[CH2:43][CH2:42][NH:41][CH2:40][CH2:39]1)[CH3:34].CCN=C=NCCCN(C)C.C1C=CC2N(O)N=NC=2C=1. The catalyst is C1COCC1.C(Cl)Cl. The product is [CH3:34][N:33]([CH3:32])[CH2:35][CH2:36][CH2:37][N:38]1[CH2:39][CH2:40][N:41]([C:27]([C:26]2[CH:25]=[CH:24][C:23]([NH:22][C:18]3[N:17]=[C:16]([C:13]4[CH:12]=[CH:11][C:10]([S:7]([CH:4]5[CH2:3][CH2:2][O:1][CH2:6][CH2:5]5)(=[O:8])=[O:9])=[CH:15][CH:14]=4)[CH:21]=[CH:20][N:19]=3)=[CH:31][CH:30]=2)=[O:29])[CH2:42][CH2:43]1. The yield is 0.220. (6) The product is [CH2:20]([C:19]([C:16]1[CH:15]=[CH:14][C:13]([C:11]2[CH:12]=[C:7]([CH2:6][C:5]([OH:39])=[O:4])[CH:8]=[N:9][CH:10]=2)=[CH:18][CH:17]=1)([C:22]1[CH:27]=[CH:26][C:25]([O:28][CH2:29][CH:30]([OH:35])[C:31]([CH3:33])([CH3:34])[CH3:32])=[C:24]([CH3:36])[CH:23]=1)[CH2:37][CH3:38])[CH3:21]. The catalyst is CO.O1CCCC1. The yield is 0.690. The reactants are [OH-].[Na+].C[O:4][C:5](=[O:39])[CH2:6][C:7]1[CH:8]=[N:9][CH:10]=[C:11]([C:13]2[CH:18]=[CH:17][C:16]([C:19]([CH2:37][CH3:38])([C:22]3[CH:27]=[CH:26][C:25]([O:28][CH2:29][CH:30]([OH:35])[C:31]([CH3:34])([CH3:33])[CH3:32])=[C:24]([CH3:36])[CH:23]=3)[CH2:20][CH3:21])=[CH:15][CH:14]=2)[CH:12]=1.[Cl-].[NH4+].